Dataset: NCI-60 drug combinations with 297,098 pairs across 59 cell lines. Task: Regression. Given two drug SMILES strings and cell line genomic features, predict the synergy score measuring deviation from expected non-interaction effect. (1) Cell line: HCT116. Synergy scores: CSS=61.2, Synergy_ZIP=5.41, Synergy_Bliss=3.87, Synergy_Loewe=-58.2, Synergy_HSA=4.30. Drug 1: CN(C)C(=N)N=C(N)N. Drug 2: CCN(CC)CCNC(=O)C1=C(NC(=C1C)C=C2C3=C(C=CC(=C3)F)NC2=O)C. (2) Drug 1: C1C(C(OC1N2C=C(C(=O)NC2=O)F)CO)O. Drug 2: C1=NC2=C(N=C(N=C2N1C3C(C(C(O3)CO)O)F)Cl)N. Cell line: SW-620. Synergy scores: CSS=37.2, Synergy_ZIP=2.30, Synergy_Bliss=1.24, Synergy_Loewe=-14.6, Synergy_HSA=1.39. (3) Drug 1: C1C(C(OC1N2C=C(C(=O)NC2=O)F)CO)O. Drug 2: C1=CC=C(C=C1)NC(=O)CCCCCCC(=O)NO. Cell line: ACHN. Synergy scores: CSS=23.6, Synergy_ZIP=-0.516, Synergy_Bliss=1.10, Synergy_Loewe=-4.70, Synergy_HSA=2.77. (4) Drug 1: CC12CCC(CC1=CCC3C2CCC4(C3CC=C4C5=CN=CC=C5)C)O. Drug 2: CC(C1=C(C=CC(=C1Cl)F)Cl)OC2=C(N=CC(=C2)C3=CN(N=C3)C4CCNCC4)N. Cell line: MCF7. Synergy scores: CSS=16.9, Synergy_ZIP=-1.09, Synergy_Bliss=4.54, Synergy_Loewe=3.26, Synergy_HSA=4.38. (5) Drug 1: COC1=CC(=CC(=C1O)OC)C2C3C(COC3=O)C(C4=CC5=C(C=C24)OCO5)OC6C(C(C7C(O6)COC(O7)C8=CC=CS8)O)O. Drug 2: N.N.Cl[Pt+2]Cl. Cell line: CCRF-CEM. Synergy scores: CSS=30.4, Synergy_ZIP=-7.28, Synergy_Bliss=-13.7, Synergy_Loewe=-45.6, Synergy_HSA=-12.6. (6) Drug 2: CCN(CC)CCCC(C)NC1=C2C=C(C=CC2=NC3=C1C=CC(=C3)Cl)OC. Synergy scores: CSS=11.6, Synergy_ZIP=-7.10, Synergy_Bliss=-2.24, Synergy_Loewe=-16.9, Synergy_HSA=-3.45. Cell line: MDA-MB-231. Drug 1: CC12CCC3C(C1CCC2O)C(CC4=C3C=CC(=C4)O)CCCCCCCCCS(=O)CCCC(C(F)(F)F)(F)F. (7) Drug 1: CN(CCCl)CCCl.Cl. Drug 2: C1CN(CCN1C(=O)CCBr)C(=O)CCBr. Cell line: OVCAR-4. Synergy scores: CSS=-1.25, Synergy_ZIP=-1.01, Synergy_Bliss=-0.744, Synergy_Loewe=-4.26, Synergy_HSA=-3.37.